This data is from Full USPTO retrosynthesis dataset with 1.9M reactions from patents (1976-2016). The task is: Predict the reactants needed to synthesize the given product. (1) The reactants are: [OH:1][CH2:2][C:3]([C:5]1[CH:10]=[CH:9][C:8]([Cl:11])=[C:7]([Cl:12])[CH:6]=1)=O.[C-]#[N:14].[K+].C[CH:17]([OH:19])C. Given the product [Cl:12][C:7]1[CH:6]=[C:5]([C:3]2[NH:14][C:17](=[O:19])[O:1][CH:2]=2)[CH:10]=[CH:9][C:8]=1[Cl:11], predict the reactants needed to synthesize it. (2) Given the product [CH2:44]([O:51][C:52]1[CH:53]=[CH:54][C:55]([NH:56][C:7]([C:2]2[CH:3]=[CH:4][CH:5]=[CH:6][N:1]=2)=[O:9])=[CH:57][CH:58]=1)[C:45]1[CH:46]=[CH:47][CH:48]=[CH:49][CH:50]=1, predict the reactants needed to synthesize it. The reactants are: [N:1]1[CH:6]=[CH:5][CH:4]=[CH:3][C:2]=1[C:7]([OH:9])=O.F[P-](F)(F)(F)(F)F.N1(OC(N(C)C)=[N+](C)C)C2C=CC=CC=2N=N1.C(N(CC)C(C)C)(C)C.Cl.[CH2:44]([O:51][C:52]1[CH:58]=[CH:57][C:55]([NH2:56])=[CH:54][CH:53]=1)[C:45]1[CH:50]=[CH:49][CH:48]=[CH:47][CH:46]=1.C(=O)(O)[O-].[Na+]. (3) Given the product [OH:19][C:20]1[C:21](=[O:22])[C:13]2[CH:8]3[C:7]([CH3:31])([CH:11]([OH:12])[CH2:10][CH2:9]3)[CH2:6][CH:5]([O:4][C:2](=[O:3])[CH3:1])[C:14]=2[C:15]2([CH3:30])[C:16]=1[C:17](=[CH:18][N:33]([CH3:32])[CH2:34][CH2:35][CH2:36][N:37]1[CH2:38][CH2:39][N:40]([CH3:43])[CH2:41][CH2:42]1)[C:23](=[O:24])[O:25][CH:26]2[CH2:27][O:28][CH3:29], predict the reactants needed to synthesize it. The reactants are: [CH3:1][C:2]([O:4][C@H:5]1[C:14]2[C@@:15]3([CH3:30])[C@@H:26]([CH2:27][O:28][CH3:29])[O:25][C:23](=[O:24])[C:17]4=[CH:18][O:19][C:20]([C:21](=[O:22])[C:13]=2[C@@H:8]2[CH2:9][CH2:10][C@H:11]([OH:12])[C@@:7]2([CH3:31])[CH2:6]1)=[C:16]34)=[O:3].[CH3:32][NH:33][CH2:34][CH2:35][CH2:36][N:37]1[CH2:42][CH2:41][N:40]([CH3:43])[CH2:39][CH2:38]1. (4) Given the product [Cl:19][C:14]1[CH:13]=[C:12]([N:11]2[C:10](=[O:20])[C:9]3[C:4](=[CH:5][CH:6]=[CH:7][CH:8]=3)[N:3]=[C:2]2[CH:1]=[CH:32][C:29]2[CH:28]=[CH:27][CH:24]=[C:23]([O:30][CH3:31])[C:22]=2[OH:21])[CH:17]=[CH:16][C:15]=1[Cl:18], predict the reactants needed to synthesize it. The reactants are: [CH3:1][C:2]1[N:11]([C:12]2[CH:17]=[CH:16][C:15]([Cl:18])=[C:14]([Cl:19])[CH:13]=2)[C:10](=[O:20])[C:9]2[C:4](=[CH:5][CH:6]=[CH:7][CH:8]=2)[N:3]=1.[OH:21][C:22]1[C:23]([O:30][CH3:31])=[C:24]([CH:27]=[CH:28][CH:29]=1)C=O.[CH3:32]C([O-])=O.[Na+]. (5) Given the product [NH2:11][CH2:10][C:4]1[C:5](=[O:9])[NH:6][C:7]([CH3:8])=[C:2]([F:1])[C:3]=1[CH3:12], predict the reactants needed to synthesize it. The reactants are: [F:1][C:2]1[C:3]([CH3:12])=[C:4]([C:10]#[N:11])[C:5](=[O:9])[NH:6][C:7]=1[CH3:8].CC([O-])=O.[Na+]. (6) Given the product [CH3:1][C:2]1([CH3:31])[N:6]([C:7]2[S:8][C:9]3[CH:15]=[C:14]([CH2:16][N:17]4[C:21]5[CH:22]=[CH:23][C:24]([O:26][CH:43]6[CH2:46][O:45][CH2:44]6)=[CH:25][C:20]=5[N:19]=[CH:18]4)[CH:13]=[CH:12][C:10]=3[N:11]=2)[C@@H:5]2[CH2:27][CH2:28][CH2:29][CH2:30][C@H:4]2[O:3]1, predict the reactants needed to synthesize it. The reactants are: [CH3:1][C:2]1([CH3:31])[N:6]([C:7]2[S:8][C:9]3[CH:15]=[C:14]([CH2:16][N:17]4[C:21]5[CH:22]=[CH:23][C:24]([OH:26])=[CH:25][C:20]=5[N:19]=[CH:18]4)[CH:13]=[CH:12][C:10]=3[N:11]=2)[C@@H:5]2[CH2:27][CH2:28][CH2:29][CH2:30][C@H:4]2[O:3]1.CC1C=CC(S(O[CH:43]2[CH2:46][O:45][CH2:44]2)(=O)=O)=CC=1.C([O-])([O-])=O.[Cs+].[Cs+].[I-].[Na+]. (7) Given the product [F:32][C:29]1[CH:28]=[CH:27][C:26]([CH2:25][NH:24][C:22]([C:20]2[N:21]=[C:10]3[C:9]4([NH:8][CH3:1])[CH2:17][CH2:16][CH:13]([CH2:14][CH2:15]4)[CH2:12][N:11]3[C:18](=[O:34])[C:19]=2[OH:33])=[O:23])=[CH:31][CH:30]=1, predict the reactants needed to synthesize it. The reactants are: [CH2:1]([N:8](C)[C:9]12[CH2:17][CH2:16][CH:13]([CH2:14][CH2:15]1)[CH2:12][N:11]1[C:18](=[O:34])[C:19]([OH:33])=[C:20]([C:22]([NH:24][CH2:25][C:26]3[CH:31]=[CH:30][C:29]([F:32])=[CH:28][CH:27]=3)=[O:23])[N:21]=[C:10]21)C1C=CC=CC=1.